This data is from Full USPTO retrosynthesis dataset with 1.9M reactions from patents (1976-2016). The task is: Predict the reactants needed to synthesize the given product. (1) The reactants are: [C:1]([OH:4])(=[O:3])C.[CH:5]([C:8]1[S:9][CH:10]=[C:11]([C:13]([N:15]2[CH2:20][C:19]3([CH2:25][CH2:24][N:23]([CH2:26][CH2:27][CH2:28][CH2:29][CH2:30][CH2:31][CH2:32][C:33]([CH3:37])([CH3:36])[CH:34]=O)[CH2:22][CH2:21]3)[O:18][CH2:17][CH2:16]2)=[O:14])[N:12]=1)([CH3:7])[CH3:6].C(O)(=O)C.[NH2:42][CH2:43][C@@H:44]([C:46]1[C:54]2[S:53][C:52](=[O:55])[NH:51][C:50]=2[C:49]([OH:56])=[CH:48][CH:47]=1)[OH:45].C(O[BH-](OC(=O)C)OC(=O)C)(=O)C.[Na+]. Given the product [CH:1]([OH:4])=[O:3].[OH:56][C:49]1[C:50]2[NH:51][C:52](=[O:55])[S:53][C:54]=2[C:46]([C@@H:44]([OH:45])[CH2:43][NH:42][CH2:37][C:33]([CH3:34])([CH3:36])[CH2:32][CH2:31][CH2:30][CH2:29][CH2:28][CH2:27][CH2:26][N:23]2[CH2:22][CH2:21][C:19]3([O:18][CH2:17][CH2:16][N:15]([C:13]([C:11]4[N:12]=[C:8]([CH:5]([CH3:7])[CH3:6])[S:9][CH:10]=4)=[O:14])[CH2:20]3)[CH2:25][CH2:24]2)=[CH:47][CH:48]=1, predict the reactants needed to synthesize it. (2) Given the product [CH3:1][O:2][C:3](=[O:20])[C@@H:4]1[CH2:8][CH:7]([CH3:9])[CH2:6][NH:5]1, predict the reactants needed to synthesize it. The reactants are: [CH3:1][O:2][C:3](=[O:20])[C@@H:4]1[CH2:8][C:7](=[CH2:9])[CH2:6][N:5]1C(OCC1C=CC=CC=1)=O.